Dataset: Catalyst prediction with 721,799 reactions and 888 catalyst types from USPTO. Task: Predict which catalyst facilitates the given reaction. (1) Reactant: [N+:1]([C:4]1[CH:5]=[C:6]([C:13]2[N:17]([CH3:18])[N:16]=[CH:15][CH:14]=2)[CH:7]=[C:8]([N+:10]([O-:12])=[O:11])[CH:9]=1)([O-:3])=[O:2].[Br:19]Br. Product: [Br:19][C:14]1[CH:15]=[N:16][N:17]([CH3:18])[C:13]=1[C:6]1[CH:5]=[C:4]([N+:1]([O-:3])=[O:2])[CH:9]=[C:8]([N+:10]([O-:12])=[O:11])[CH:7]=1. The catalyst class is: 91. (2) Reactant: [NH2:1][C:2]1[CH:7]=[CH:6][C:5]([OH:8])=[C:4]([F:9])[CH:3]=1.[N-:10]=[N+:11]=[N-:12].[Na+].[CH2:14](OC(OCC)OCC)C. Product: [F:9][C:4]1[CH:3]=[C:2]([N:1]2[CH:14]=[N:12][N:11]=[N:10]2)[CH:7]=[CH:6][C:5]=1[OH:8]. The catalyst class is: 52.